This data is from Full USPTO retrosynthesis dataset with 1.9M reactions from patents (1976-2016). The task is: Predict the reactants needed to synthesize the given product. (1) Given the product [OH:34][C@H:29]1[CH2:30][CH2:32][CH2:33][N:27]([CH2:26][C:25]([NH:24][C:4]2[CH:5]=[C:6]([NH:9][C:10]([C:12]3[CH:17]=[CH:16][C:15]([C:18]4[CH:23]=[CH:22][CH:21]=[CH:20][CH:19]=4)=[CH:14][CH:13]=3)=[O:11])[CH:7]=[CH:8][C:3]=2[O:2][CH3:1])=[O:35])[CH2:28]1, predict the reactants needed to synthesize it. The reactants are: [CH3:1][O:2][C:3]1[CH:8]=[CH:7][C:6]([NH:9][C:10]([C:12]2[CH:17]=[CH:16][C:15]([C:18]3[CH:23]=[CH:22][CH:21]=[CH:20][CH:19]=3)=[CH:14][CH:13]=2)=[O:11])=[CH:5][C:4]=1[NH:24][C:25](=[O:35])[CH2:26][N:27]1[CH2:33][CH:32]2[O:34][CH:29]([CH2:30]C2)[CH2:28]1.ClCC(NC1C=C(NC(C2C=CC(C3C=CC=CC=3)=CC=2)=O)C=CC=1OC)=O.Cl.N1CCC[C@H](O)C1. (2) Given the product [OH:13][C@@H:14]1[C:20]2[CH:21]=[CH:22][CH:23]=[CH:24][C:19]=2[N:18]([C:25]([NH2:27])=[O:26])[C:17]2[CH:28]=[CH:29][CH:30]=[CH:31][C:16]=2[CH2:15]1, predict the reactants needed to synthesize it. The reactants are: [OH-].[Na+].C(O)(=O)C(C(C(O)=O)O)O.[OH:13][C@@H:14]1[C:20]2[CH:21]=[CH:22][CH:23]=[CH:24][C:19]=2[N:18]([C:25]([NH2:27])=[O:26])[C:17]2[CH:28]=[CH:29][CH:30]=[CH:31][C:16]=2[CH2:15]1. (3) Given the product [N+:11]([C:7]1[CH:6]=[C:5]2[C:10]([C:2]([CH3:14])([CH3:1])[CH2:3][N:4]2[CH2:28][CH:25]2[CH2:26][CH2:27][N:22]([C:15]([O:17][C:18]([CH3:19])([CH3:21])[CH3:20])=[O:16])[CH2:23][CH2:24]2)=[CH:9][CH:8]=1)([O-:13])=[O:12], predict the reactants needed to synthesize it. The reactants are: [CH3:1][C:2]1([CH3:14])[C:10]2[C:5](=[CH:6][C:7]([N+:11]([O-:13])=[O:12])=[CH:8][CH:9]=2)[NH:4][CH2:3]1.[C:15]([N:22]1[CH2:27][CH2:26][CH:25]([CH:28]=O)[CH2:24][CH2:23]1)([O:17][C:18]([CH3:21])([CH3:20])[CH3:19])=[O:16].CC(O)=O.C([O-])(O)=O.[Na+]. (4) Given the product [CH2:20]([O:12][C:11]1[CH:10]=[C:5]([CH:4]=[C:3]([OH:13])[C:2]=1[Br:1])[C:6]([O:8][CH3:9])=[O:7])[C:21]1[CH:26]=[CH:25][CH:24]=[CH:23][CH:22]=1, predict the reactants needed to synthesize it. The reactants are: [Br:1][C:2]1[C:11]([OH:12])=[CH:10][C:5]([C:6]([O:8][CH3:9])=[O:7])=[CH:4][C:3]=1[OH:13].C(=O)([O-])[O-].[K+].[K+].[CH2:20](Br)[C:21]1[CH:26]=[CH:25][CH:24]=[CH:23][CH:22]=1.Cl. (5) Given the product [C:1]([CH:3]([CH2:8][CH:9]([CH3:11])[CH3:10])[CH2:4][C:5]([O:7][CH3:16])=[O:6])#[N:2], predict the reactants needed to synthesize it. The reactants are: [C:1]([CH:3]([CH2:8][CH:9]([CH3:11])[CH3:10])[CH2:4][C:5]([OH:7])=[O:6])#[N:2].S(Cl)(Cl)=O.[CH3:16]O. (6) Given the product [F:29][C:26]1[CH:25]=[N:24][C:23]([O:3][C:4]2[CH:13]=[C:12]3[C:7]([CH2:8][CH2:9][N:10]([C:15]4[CH:16]=[N:17][CH:18]=[CH:19][C:20]=4[CH3:21])[C:11]3=[O:14])=[CH:6][CH:5]=2)=[N:28][CH:27]=1, predict the reactants needed to synthesize it. The reactants are: [H-].[Na+].[OH:3][C:4]1[CH:13]=[C:12]2[C:7]([CH2:8][CH2:9][N:10]([C:15]3[CH:16]=[N:17][CH:18]=[CH:19][C:20]=3[CH3:21])[C:11]2=[O:14])=[CH:6][CH:5]=1.Cl[C:23]1[N:28]=[CH:27][C:26]([F:29])=[CH:25][N:24]=1.CO. (7) Given the product [Cl:8][C:5]1[CH:6]=[CH:7][C:2]([C@@:28]2([O:49][CH3:20])[C@H:27]([OH:26])[C@@H:32]([OH:33])[C@H:31]([OH:38])[C@@H:30]([CH2:43][OH:44])[O:29]2)=[CH:3][C:4]=1[CH2:9][C:10]1[CH:15]=[CH:14][C:13]([O:16][CH2:17][CH3:18])=[CH:12][CH:11]=1, predict the reactants needed to synthesize it. The reactants are: Br[C:2]1[CH:7]=[CH:6][C:5]([Cl:8])=[C:4]([CH2:9][C:10]2[CH:15]=[CH:14][C:13]([O:16][CH2:17][CH3:18])=[CH:12][CH:11]=2)[CH:3]=1.[Li][CH2:20]CCC.C[Si](C)(C)[O:26][C@@H:27]1[C@@H:32]([O:33][Si](C)(C)C)[C@H:31]([O:38][Si](C)(C)C)[C@@H:30]([CH2:43][O:44][Si](C)(C)C)[O:29][C:28]1=[O:49].Cl.C(=O)(O)[O-].[Na+]. (8) Given the product [F:1][C:2]1[CH:20]=[CH:19][CH:18]=[CH:17][C:3]=1[CH2:4][C:5]1[N:6]=[C:7]([C:14]#[N:16])[N:8]2[CH:13]=[CH:12][CH:11]=[N:10][C:9]=12, predict the reactants needed to synthesize it. The reactants are: [F:1][C:2]1[CH:20]=[CH:19][CH:18]=[CH:17][C:3]=1[CH2:4][C:5]1[N:6]=[C:7]([C:14]([NH2:16])=O)[N:8]2[CH:13]=[CH:12][CH:11]=[N:10][C:9]=12. (9) Given the product [CH2:1]([O:8][C:9]1[CH:10]=[CH:11][CH:12]=[C:13]2[C:17]=1[N:16]([CH3:31])[CH:15]=[CH:14]2)[C:2]1[CH:7]=[CH:6][CH:5]=[CH:4][CH:3]=1, predict the reactants needed to synthesize it. The reactants are: [CH2:1]([O:8][C:9]1[CH:10]=[CH:11][CH:12]=[C:13]2[C:17]=1[NH:16][CH:15]=[CH:14]2)[C:2]1[CH:7]=[CH:6][CH:5]=[CH:4][CH:3]=1.[OH-].[K+].S([O-])([O-])(=O)=O.[Na+].[Na+].S(OC)(O[CH3:31])(=O)=O. (10) Given the product [CH3:12][N:5]([CH2:4][CH2:3][CH2:2][O:19][C:13]1[CH:18]=[CH:17][CH:16]=[CH:15][CH:14]=1)[C:6]1[CH:11]=[CH:10][CH:9]=[CH:8][CH:7]=1, predict the reactants needed to synthesize it. The reactants are: Br[CH2:2][CH2:3][CH2:4][N:5]([CH3:12])[C:6]1[CH:11]=[CH:10][CH:9]=[CH:8][CH:7]=1.[C:13]1([OH:19])[CH:18]=[CH:17][CH:16]=[CH:15][CH:14]=1.C([O-])([O-])=O.[K+].[K+].